This data is from Forward reaction prediction with 1.9M reactions from USPTO patents (1976-2016). The task is: Predict the product of the given reaction. (1) Given the reactants C(OC(=O)[NH:5][C@H:6]1[C@@H:15]([CH2:16][C:17]2[CH:22]=[CH:21][CH:20]=[CH:19][CH:18]=2)[C:14]2[C:9](=[CH:10][CH:11]=[C:12]([N:23]3[CH2:26][CH:25]([NH:27][S:28]([CH2:31][CH2:32][CH3:33])(=[O:30])=[O:29])[CH2:24]3)[CH:13]=2)[O:8][CH2:7]1)C, predict the reaction product. The product is: [NH2:5][C@H:6]1[C@@H:15]([CH2:16][C:17]2[CH:18]=[CH:19][CH:20]=[CH:21][CH:22]=2)[C:14]2[C:9](=[CH:10][CH:11]=[C:12]([N:23]3[CH2:26][CH:25]([NH:27][S:28]([CH2:31][CH2:32][CH3:33])(=[O:30])=[O:29])[CH2:24]3)[CH:13]=2)[O:8][CH2:7]1. (2) Given the reactants [I:1][C:2]1[CH:13]=[CH:12][C:5]([O:6][C@@H:7]2[CH2:11][CH2:10][O:9][CH2:8]2)=[C:4]([N+:14]([O-])=O)[CH:3]=1, predict the reaction product. The product is: [I:1][C:2]1[CH:13]=[CH:12][C:5]([O:6][C@@H:7]2[CH2:11][CH2:10][O:9][CH2:8]2)=[C:4]([NH2:14])[CH:3]=1. (3) Given the reactants CCN(C(C)C)C(C)C.[F:10][C:11]1[CH:19]=[CH:18][C:14]([C:15](Cl)=[O:16])=[CH:13][C:12]=1[CH3:20].[NH:21]1[CH2:26][CH:25]=[C:24]([C:27]2[CH:28]=[CH:29][C:30]([CH2:33][C@@H:34]([C:46]([O:48]C)=[O:47])[NH:35][C:36](=[O:45])[C:37]3[C:42]([Cl:43])=[CH:41][CH:40]=[CH:39][C:38]=3[Cl:44])=[N:31][CH:32]=2)[CH2:23][CH2:22]1.[Li+].[OH-], predict the reaction product. The product is: [Cl:44][C:38]1[CH:39]=[CH:40][CH:41]=[C:42]([Cl:43])[C:37]=1[C:36]([NH:35][C@H:34]([C:46]([OH:48])=[O:47])[CH2:33][C:30]1[N:31]=[CH:32][C:27]([C:24]2[CH2:25][CH2:26][N:21]([C:15](=[O:16])[C:14]3[CH:18]=[CH:19][C:11]([F:10])=[C:12]([CH3:20])[CH:13]=3)[CH2:22][CH:23]=2)=[CH:28][CH:29]=1)=[O:45].